Dataset: Retrosynthesis with 50K atom-mapped reactions and 10 reaction types from USPTO. Task: Predict the reactants needed to synthesize the given product. (1) Given the product FC(F)(F)c1cccc2c3c([nH]c12)CCNC3, predict the reactants needed to synthesize it. The reactants are: NNc1ccccc1C(F)(F)F.O=C1CCNCC1. (2) Given the product CC(=O)N(C)CCN(C)C(=O)[C@@H]1CCCN1C(=O)C1=C(C(C)C)N2C(=N[C@@](C)(c3ccc(Cl)cc3)[C@H]2c2ccc(Cl)cc2)S1, predict the reactants needed to synthesize it. The reactants are: CC(C)C1=C(C(=O)N2CCC[C@H]2C(=O)O)SC2=N[C@@](C)(c3ccc(Cl)cc3)[C@@H](c3ccc(Cl)cc3)N21.CNCCN(C)C(C)=O. (3) Given the product CCCCCCCc1ccc(C(=O)N2CCc3ccoc3C2)cc1, predict the reactants needed to synthesize it. The reactants are: CCCCCCCc1ccc(C(=O)O)cc1.c1cc2c(o1)CNCC2. (4) Given the product Cc1ncccc1C(O)C1CCc2c(C)c3ccccc3n2C1=O, predict the reactants needed to synthesize it. The reactants are: Cc1c2n(c3ccccc13)C(=O)CCC2.Cc1ncccc1C=O. (5) The reactants are: CNc1ncc2c(-c3ccc(C)cc3)nn(CC3CCC(NC(=O)OC(C)(C)C)CC3)c2n1. Given the product O=C(O)C(F)(F)F, predict the reactants needed to synthesize it. (6) Given the product Cc1nc2c(OCc3c(F)cccc3F)cc(Cl)cn2c1C(=O)NC1CNc2ccccc21, predict the reactants needed to synthesize it. The reactants are: Cc1nc2c(OCc3c(F)cccc3F)cc(Cl)cn2c1C(=O)NC1CN(C(=O)OC(C)(C)C)c2ccccc21.